From a dataset of Catalyst prediction with 721,799 reactions and 888 catalyst types from USPTO. Predict which catalyst facilitates the given reaction. (1) Reactant: C([O-])(=O)C.[NH4+].C([BH3-])#[N:7].[Na+].O=[C:11]([CH3:23])[CH2:12][CH2:13][CH2:14][CH2:15][C:16]([O:18][C:19]([CH3:22])([CH3:21])[CH3:20])=[O:17].[OH-].[Na+]. Product: [NH2:7][CH:11]([CH3:23])[CH2:12][CH2:13][CH2:14][CH2:15][C:16]([O:18][C:19]([CH3:22])([CH3:21])[CH3:20])=[O:17]. The catalyst class is: 24. (2) Reactant: [CH3:1][C:2]1[C:7]([C:8](=[O:10])[CH3:9])=[CH:6][CH:5]=[CH:4][N:3]=1.[BrH:11].BrBr.C(OCC)C. Product: [BrH:11].[Br:11][CH2:9][C:8]([C:7]1[C:2]([CH3:1])=[N:3][CH:4]=[CH:5][CH:6]=1)=[O:10]. The catalyst class is: 15.